Dataset: Forward reaction prediction with 1.9M reactions from USPTO patents (1976-2016). Task: Predict the product of the given reaction. (1) Given the reactants [CH2:1]([O:4][C:5]1[C:12]([O:13][CH3:14])=[C:11]([N+:15]([O-:17])=[O:16])[CH:10]=[CH:9][C:6]=1[CH:7]=[O:8])[CH:2]=[CH2:3].CC(=CC)C.[O-:23]Cl=O.[Na+], predict the reaction product. The product is: [CH2:1]([O:4][C:5]1[C:12]([O:13][CH3:14])=[C:11]([N+:15]([O-:17])=[O:16])[CH:10]=[CH:9][C:6]=1[C:7]([OH:23])=[O:8])[CH:2]=[CH2:3]. (2) Given the reactants [NH:1]1[C:9]2[C:4](=[CH:5][CH:6]=[CH:7][CH:8]=2)[CH:3]=[C:2]1[C:10]([OH:12])=O.[NH2:13][C@H:14]1[C:22]2[C:17](=[CH:18][CH:19]=[C:20]([C:23]#[N:24])[CH:21]=2)[CH2:16][C:15]1([CH3:26])[CH3:25].CN([P+](ON1N=NC2C=CC=CC1=2)(N(C)C)N(C)C)C.F[P-](F)(F)(F)(F)F.CN1CCOCC1.CNC, predict the reaction product. The product is: [C:23]([C:20]1[CH:21]=[C:22]2[C:17]([CH2:16][C:15]([CH3:26])([CH3:25])[C@H:14]2[NH:13][C:10]([C:2]2[NH:1][C:9]3[C:4]([CH:3]=2)=[CH:5][CH:6]=[CH:7][CH:8]=3)=[O:12])=[CH:18][CH:19]=1)#[N:24].